This data is from Forward reaction prediction with 1.9M reactions from USPTO patents (1976-2016). The task is: Predict the product of the given reaction. (1) Given the reactants [C:1]([O:5][C:6]([N:8]1[CH2:14][CH2:13][CH2:12][CH:11]([C:15]([OH:17])=[O:16])[CH2:10][CH2:9]1)=[O:7])([CH3:4])([CH3:3])[CH3:2].[CH3:18]CN(C(C)C)C(C)C.F[B-](F)(F)F.C[O+](C)C, predict the reaction product. The product is: [N:8]1([C:6]([O:5][C:1]([CH3:4])([CH3:2])[CH3:3])=[O:7])[CH2:14][CH2:13][CH2:12][CH:11]([C:15]([O:17][CH3:18])=[O:16])[CH2:10][CH2:9]1. (2) Given the reactants [Cl:1][C:2]1[CH:3]=[C:4]2[CH:10]=[C:9]([C:11]([NH:13][C@@H:14]([CH2:18][C:19]3[CH:24]=[CH:23][C:22]([F:25])=[CH:21][CH:20]=3)[C:15](O)=[O:16])=[O:12])[NH:8][C:5]2=[CH:6][N:7]=1.Cl.[CH3:27][N:28]([CH:41]1[CH2:46][CH2:45][NH:44][CH2:43][CH2:42]1)[S:29]([C:32]1[CH:37]=[CH:36][CH:35]=[CH:34][C:33]=1[N+:38]([O-:40])=[O:39])(=[O:31])=[O:30], predict the reaction product. The product is: [F:25][C:22]1[CH:23]=[CH:24][C:19]([CH2:18][C@H:14]([NH:13][C:11]([C:9]2[NH:8][C:5]3=[CH:6][N:7]=[C:2]([Cl:1])[CH:3]=[C:4]3[CH:10]=2)=[O:12])[C:15]([N:44]2[CH2:43][CH2:42][CH:41]([N:28]([CH3:27])[S:29]([C:32]3[CH:37]=[CH:36][CH:35]=[CH:34][C:33]=3[N+:38]([O-:40])=[O:39])(=[O:31])=[O:30])[CH2:46][CH2:45]2)=[O:16])=[CH:20][CH:21]=1. (3) Given the reactants [F:1][C:2]1([F:35])[CH2:8][N:7]([CH2:9][CH2:10][C:11]2[CH:16]=[CH:15][CH:14]=[CH:13][CH:12]=2)[C:6]2[N:17]=[C:18]([NH:21][C:22]3[CH:30]=[CH:29][C:25]([C:26]([OH:28])=O)=[CH:24][C:23]=3[O:31][CH3:32])[N:19]=[CH:20][C:5]=2[N:4]([CH3:33])[C:3]1=[O:34].C([N:38](C(C)C)C(C)C)C.[Cl-].[NH4+], predict the reaction product. The product is: [F:35][C:2]1([F:1])[CH2:8][N:7]([CH2:9][CH2:10][C:11]2[CH:12]=[CH:13][CH:14]=[CH:15][CH:16]=2)[C:6]2[N:17]=[C:18]([NH:21][C:22]3[CH:30]=[CH:29][C:25]([C:26]([NH2:38])=[O:28])=[CH:24][C:23]=3[O:31][CH3:32])[N:19]=[CH:20][C:5]=2[N:4]([CH3:33])[C:3]1=[O:34]. (4) Given the reactants [CH2:1]([O:4][C:5]1[CH:13]=[CH:12][CH:11]=[C:10]([CH2:14][CH2:15][CH2:16][CH2:17][CH2:18][CH2:19][CH2:20][CH2:21][CH2:22][CH2:23][CH2:24][CH2:25][CH2:26][CH2:27][CH3:28])[C:6]=1[C:7](Cl)=[O:8])[CH2:2][CH3:3].[NH2:29][C:30]1[CH:31]=[CH:32][C:33]([N+:40]([O-:42])=[O:41])=[C:34]([C:36]([F:39])([F:38])[F:37])[CH:35]=1.C(N(CC)CC)C, predict the reaction product. The product is: [CH2:1]([O:4][C:5]1[CH:13]=[CH:12][CH:11]=[C:10]([CH2:14][CH2:15][CH2:16][CH2:17][CH2:18][CH2:19][CH2:20][CH2:21][CH2:22][CH2:23][CH2:24][CH2:25][CH2:26][CH2:27][CH3:28])[C:6]=1[C:7]([NH:29][C:30]1[CH:31]=[CH:32][C:33]([N+:40]([O-:42])=[O:41])=[C:34]([C:36]([F:37])([F:38])[F:39])[CH:35]=1)=[O:8])[CH2:2][CH3:3]. (5) Given the reactants [CH2:1]([NH2:8])[C:2]1[CH:7]=[CH:6][CH:5]=[CH:4][CH:3]=1.C([O:11][C:12]([C:14]1[C:18]([CH2:19][N:20]2[CH2:24][CH:23]3[CH2:25][N:26]([C:28]([O:30][CH:31]([C:36]([F:39])([F:38])[F:37])[C:32]([F:35])([F:34])[F:33])=[O:29])[CH2:27][CH:22]3[CH2:21]2)=[CH:17][N:16]([CH2:40][CH3:41])[N:15]=1)=O)C, predict the reaction product. The product is: [CH2:1]([NH:8][C:12]([C:14]1[C:18]([CH2:19][N:20]2[CH2:21][CH:22]3[CH2:27][N:26]([C:28]([O:30][CH:31]([C:36]([F:39])([F:38])[F:37])[C:32]([F:33])([F:34])[F:35])=[O:29])[CH2:25][CH:23]3[CH2:24]2)=[CH:17][N:16]([CH2:40][CH3:41])[N:15]=1)=[O:11])[C:2]1[CH:7]=[CH:6][CH:5]=[CH:4][CH:3]=1. (6) Given the reactants [C:1]1(C(C)C)[CH:6]=[CH:5][CH:4]=[CH:3][CH:2]=1.[O-]O.[C:12]1([CH:18]([CH3:20])[CH3:19])[CH:17]=[CH:16][CH:15]=[CH:14][CH:13]=1.CC(C)(C1C=CC=CC=1)[OH:23], predict the reaction product. The product is: [C:1]1([OH:23])[CH:6]=[CH:5][CH:4]=[CH:3][CH:2]=1.[CH3:20][C:18]([C:12]1[CH:17]=[CH:16][CH:15]=[CH:14][CH:13]=1)=[CH2:19]. (7) Given the reactants [CH3:1][O:2][C:3]1[CH:4]=[C:5]([CH2:23][OH:24])[CH:6]=[CH:7][C:8]=1[O:9][CH2:10][C:11]1[N:12]=[C:13]([N:17]2[CH2:22][CH2:21][O:20][CH2:19][CH2:18]2)[S:14][C:15]=1[CH3:16].O[C:26]1[C:30]([CH:31]=[O:32])=[CH:29][N:28]([C:33]2[CH:38]=[CH:37][CH:36]=[CH:35][CH:34]=2)[N:27]=1.C(P(CCCC)CCCC)CCC.N(C(N1CCCCC1)=O)=NC(N1CCCCC1)=O, predict the reaction product. The product is: [CH3:1][O:2][C:3]1[CH:4]=[C:5]([CH:6]=[CH:7][C:8]=1[O:9][CH2:10][C:11]1[N:12]=[C:13]([N:17]2[CH2:22][CH2:21][O:20][CH2:19][CH2:18]2)[S:14][C:15]=1[CH3:16])[CH2:23][O:24][C:26]1[C:30]([CH:31]=[O:32])=[CH:29][N:28]([C:33]2[CH:34]=[CH:35][CH:36]=[CH:37][CH:38]=2)[N:27]=1.